Regression. Given a peptide amino acid sequence and an MHC pseudo amino acid sequence, predict their binding affinity value. This is MHC class I binding data. From a dataset of Peptide-MHC class I binding affinity with 185,985 pairs from IEDB/IMGT. (1) The peptide sequence is IPFSEGKAL. The MHC is HLA-B15:01 with pseudo-sequence HLA-B15:01. The binding affinity (normalized) is 0.0847. (2) The peptide sequence is NLSLGKSPL. The MHC is HLA-A68:02 with pseudo-sequence HLA-A68:02. The binding affinity (normalized) is 0.160.